Dataset: Catalyst prediction with 721,799 reactions and 888 catalyst types from USPTO. Task: Predict which catalyst facilitates the given reaction. (1) Reactant: C([O:8][CH2:9][CH2:10][O:11][C:12]([C:14]1[CH:15]=[C:16]([C:33]2[CH:38]=[CH:37][C:36]([O:39]CC3C=CC=CC=3)=[CH:35][CH:34]=2)[CH:17]=[C:18]([C:20]([O:22][CH2:23][CH2:24][O:25]CC2C=CC=CC=2)=[O:21])[CH:19]=1)=[O:13])C1C=CC=CC=1.C. Product: [OH:8][CH2:9][CH2:10][O:11][C:12]([C:14]1[CH:15]=[C:16]([C:33]2[CH:38]=[CH:37][C:36]([OH:39])=[CH:35][CH:34]=2)[CH:17]=[C:18]([C:20]([O:22][CH2:23][CH2:24][OH:25])=[O:21])[CH:19]=1)=[O:13]. The catalyst class is: 312. (2) Reactant: C(O)(=O)C(O)=O.[Cl:7][C:8]1[CH:9]=[C:10]([CH:15]2[O:20][CH2:19][CH2:18][NH:17][CH2:16]2)[CH:11]=[C:12]([Cl:14])[CH:13]=1.[OH-].[Na+]. Product: [Cl:14][C:12]1[CH:11]=[C:10]([CH:15]2[O:20][CH2:19][CH2:18][NH:17][CH2:16]2)[CH:9]=[C:8]([Cl:7])[CH:13]=1. The catalyst class is: 4. (3) The catalyst class is: 709. Product: [I:1][C:2]1[CH:3]=[CH:4][C:5]([CH3:9])=[C:6]([NH:8][C:11]2[CH:16]=[CH:15][N:14]=[CH:13][CH:12]=2)[CH:7]=1. Reactant: [I:1][C:2]1[CH:3]=[CH:4][C:5]([CH3:9])=[C:6]([NH2:8])[CH:7]=1.Cl[C:11]1[CH:16]=[CH:15][N:14]=[CH:13][CH:12]=1. (4) Reactant: [Br:1][C:2]1[CH:7]=[CH:6][C:5]([OH:8])=[CH:4][N:3]=1.[C:9]([N:16]1[CH2:21][CH2:20][CH:19]([CH2:22]O)[CH2:18][CH2:17]1)([O:11][C:12]([CH3:15])([CH3:14])[CH3:13])=[O:10].C1C=CC(P(C2C=CC=CC=2)C2C=CC=CC=2)=CC=1.N(C(OC(C)C)=O)=NC(OC(C)C)=O. Product: [Br:1][C:2]1[N:3]=[CH:4][C:5]([O:8][CH2:22][CH:19]2[CH2:20][CH2:21][N:16]([C:9]([O:11][C:12]([CH3:13])([CH3:15])[CH3:14])=[O:10])[CH2:17][CH2:18]2)=[CH:6][CH:7]=1. The catalyst class is: 1. (5) Reactant: [C:1]([O:5][C:6]([NH:8][CH2:9][CH2:10][CH2:11][C@H:12]([NH:27]C(=O)OCC1C=CC=CC=1)[CH2:13][C:14]([NH:16][CH2:17][CH2:18][NH:19][C:20]([O:22][C:23]([CH3:26])([CH3:25])[CH3:24])=[O:21])=[O:15])=[O:7])([CH3:4])([CH3:3])[CH3:2]. Product: [NH2:27][C@H:12]([CH2:13][C:14]([NH:16][CH2:17][CH2:18][NH:19][C:20]([O:22][C:23]([CH3:26])([CH3:25])[CH3:24])=[O:21])=[O:15])[CH2:11][CH2:10][CH2:9][NH:8][C:6](=[O:7])[O:5][C:1]([CH3:4])([CH3:3])[CH3:2]. The catalyst class is: 29.